From a dataset of Catalyst prediction with 721,799 reactions and 888 catalyst types from USPTO. Predict which catalyst facilitates the given reaction. (1) Reactant: [Cl:1]Cl.[CH2:3]([O:10][C:11]1[CH:20]=[CH:19][C:14]([C:15]([O:17]C)=[O:16])=[C:13]([O:21][CH3:22])[CH:12]=1)[C:4]1[CH:9]=[CH:8][CH:7]=[CH:6][CH:5]=1. Product: [CH2:3]([O:10][C:11]1[C:20]([Cl:1])=[CH:19][C:14]([C:15]([OH:17])=[O:16])=[C:13]([O:21][CH3:22])[CH:12]=1)[C:4]1[CH:9]=[CH:8][CH:7]=[CH:6][CH:5]=1. The catalyst class is: 15. (2) Reactant: [F:1][C:2]([F:28])([F:27])[C:3]1[CH:4]=[C:5]([N:9]([CH2:19][C:20]([O:22]C(C)(C)C)=[O:21])[S:10]([C:13]2[CH:18]=[CH:17][CH:16]=[CH:15][CH:14]=2)(=[O:12])=[O:11])[CH:6]=[CH:7][CH:8]=1.FC(F)(F)C(O)=O. Product: [F:28][C:2]([F:1])([F:27])[C:3]1[CH:4]=[C:5]([N:9]([CH2:19][C:20]([OH:22])=[O:21])[S:10]([C:13]2[CH:18]=[CH:17][CH:16]=[CH:15][CH:14]=2)(=[O:12])=[O:11])[CH:6]=[CH:7][CH:8]=1. The catalyst class is: 2. (3) Reactant: [BrH:1].BrBr.[NH:4]1[CH2:9][CH2:8][C:7]([OH:11])(O)[CH2:6][CH2:5]1. Product: [BrH:1].[Br:1][CH:6]1[C:7](=[O:11])[CH2:8][CH2:9][NH:4][CH2:5]1. The catalyst class is: 15. (4) Reactant: [CH3:1][CH:2]([CH2:6][CH3:7])[CH2:3][Mg]Br.[CH3:8][S:9][C:10]1[N:15]=[C:14]([CH3:16])[C:13]([C:17]2[C:22]([F:23])=[CH:21][C:20]([F:24])=[CH:19][C:18]=2[F:25])=[C:12](Cl)[N:11]=1. Product: [CH3:8][S:9][C:10]1[N:15]=[C:14]([CH3:16])[C:13]([C:17]2[C:22]([F:23])=[CH:21][C:20]([F:24])=[CH:19][C:18]=2[F:25])=[C:12]([CH2:1][CH:2]([CH3:3])[CH2:6][CH3:7])[N:11]=1. The catalyst class is: 11. (5) Reactant: [F:1][C:2]([F:29])([F:28])[C:3]1[C:11]2[CH2:10][CH2:9][CH2:8][CH2:7][C:6]=2[N:5]([CH2:12][C:13]([NH:15][C:16]2[S:20][C:19]3[CH2:21][CH2:22][CH2:23][CH2:24][C:18]=3[C:17]=2[C:25](O)=[O:26])=[O:14])[N:4]=1.[CH3:30][N:31]([CH3:35])[CH2:32][CH2:33][NH2:34].C(N(CC)C(C)C)(C)C. Product: [CH3:30][N:31]([CH3:35])[CH2:32][CH2:33][NH:34][C:25]([C:17]1[C:18]2[CH2:24][CH2:23][CH2:22][CH2:21][C:19]=2[S:20][C:16]=1[NH:15][C:13](=[O:14])[CH2:12][N:5]1[C:6]2[CH2:7][CH2:8][CH2:9][CH2:10][C:11]=2[C:3]([C:2]([F:29])([F:28])[F:1])=[N:4]1)=[O:26]. The catalyst class is: 59. (6) Reactant: [NH2:1][C:2]1[N:6]([CH3:7])[C:5](=[O:8])[C:4]([C:15]2[CH:20]=[CH:19][CH:18]=[C:17](Br)[CH:16]=2)([C:9]2[CH:14]=[CH:13][N:12]=[CH:11][CH:10]=2)[N:3]=1.[F:22][C:23]1[CH:28]=[CH:27][C:26]([F:29])=[CH:25][C:24]=1B(O)O.C(=O)([O-])[O-].[Na+].[Na+]. Product: [NH2:1][C:2]1[N:6]([CH3:7])[C:5](=[O:8])[C:4]([C:15]2[CH:16]=[C:17]([C:27]3[CH:28]=[C:23]([F:22])[CH:24]=[CH:25][C:26]=3[F:29])[CH:18]=[CH:19][CH:20]=2)([C:9]2[CH:14]=[CH:13][N:12]=[CH:11][CH:10]=2)[N:3]=1. The catalyst class is: 104.